Dataset: Catalyst prediction with 721,799 reactions and 888 catalyst types from USPTO. Task: Predict which catalyst facilitates the given reaction. Reactant: C([O-])(=O)C.[O:5]=[C:6]1[C@@H:9]([NH3+:10])[CH2:8][NH:7]1.CCN(C(C)C)C(C)C.[C:20]1([CH2:26][CH2:27][CH2:28][CH2:29][CH2:30][O:31][C:32](N2C=CC=CC2=O)=[O:33])[CH:25]=[CH:24][CH:23]=[CH:22][CH:21]=1. Product: [C:20]1([CH2:26][CH2:27][CH2:28][CH2:29][CH2:30][O:31][C:32](=[O:33])[NH:10][C@H:9]2[CH2:8][NH:7][C:6]2=[O:5])[CH:25]=[CH:24][CH:23]=[CH:22][CH:21]=1. The catalyst class is: 2.